The task is: Predict the reactants needed to synthesize the given product.. This data is from Full USPTO retrosynthesis dataset with 1.9M reactions from patents (1976-2016). (1) Given the product [Cl-:21].[NH2:20][C:18]1[CH:17]=[CH:16][C:15]2[N:9]3[C:8]4[CH:3]=[CH:4][CH:5]=[CH:6][C:7]=4[N+:11]([CH2:22][CH3:23])=[C:10]3[CH:12]=[CH:13][C:14]=2[CH:19]=1, predict the reactants needed to synthesize it. The reactants are: C([C:3]1[C:8]2[N:9]=[C:10](/[CH:12]=[CH:13]/[C:14]3[CH:19]=[C:18]([NH2:20])[CH:17]=[CH:16][C:15]=3[Cl:21])[NH:11][C:7]=2[CH:6]=[CH:5][CH:4]=1)C.[CH3:22][C:23]1C=CC2SC(/C=C/C3C=C(N)C(Cl)=CC=3Cl)=NC=2C=1.NN. (2) Given the product [CH3:22][O:21][CH2:25][CH2:24][O:20][CH2:16][C:8]1[N:7]=[C:6]([C:4]([OH:3])=[O:5])[CH:11]=[CH:10][C:9]=1[C:12]([F:13])([F:14])[F:15], predict the reactants needed to synthesize it. The reactants are: C([O:3][C:4]([C:6]1[CH:11]=[CH:10][C:9]([C:12]([F:15])([F:14])[F:13])=[C:8]([CH2:16]Br)[N:7]=1)=[O:5])C.[H-].[Na+].[OH2:20].[O:21]1[CH2:25][CH2:24]C[CH2:22]1. (3) Given the product [Cl:22][C:3]1[CH:4]=[C:5]([C:19]([NH2:21])=[O:20])[C:6]2[NH:7][C:8]3[C:13]([C:14]=2[C:2]=1[C:38]1[CH:39]=[CH:40][CH:41]=[C:36]([N:31]2[C:32](=[O:35])[CH:33]=[C:34]4[C:25]([O:24][CH3:23])=[CH:26][CH:27]=[CH:28][N:29]4[C:30]2=[O:52])[C:37]=1[CH3:51])=[CH:12][CH:11]=[C:10]([C:15]([OH:18])([CH3:17])[CH3:16])[CH:9]=3, predict the reactants needed to synthesize it. The reactants are: Br[C:2]1[C:14]2[C:13]3[C:8](=[CH:9][C:10]([C:15]([OH:18])([CH3:17])[CH3:16])=[CH:11][CH:12]=3)[NH:7][C:6]=2[C:5]([C:19]([NH2:21])=[O:20])=[CH:4][C:3]=1[Cl:22].[CH3:23][O:24][C:25]1[C:34]2[N:29]([C:30](=[O:52])[N:31]([C:36]3[CH:41]=[CH:40][CH:39]=[C:38](B4OC(C)(C)C(C)(C)O4)[C:37]=3[CH3:51])[C:32](=[O:35])[CH:33]=2)[CH:28]=[CH:27][CH:26]=1.C([O-])([O-])=O.[Cs+].[Cs+]. (4) Given the product [CH2:13]([N:15]([CH2:16][CH3:17])[C:4](=[O:12])[C:5]1[CH:10]=[CH:9][N:8]=[CH:7][C:6]=1[OH:11])[CH3:14], predict the reactants needed to synthesize it. The reactants are: C(O[C:4](=[O:12])[C:5]1[CH:10]=[CH:9][N:8]=[CH:7][C:6]=1[OH:11])C.[CH2:13]([NH:15][CH2:16][CH3:17])[CH3:14]. (5) Given the product [C:20]([C:17]1[CH:16]=[CH:15][C:14]([C@H:8]([NH:7][CH2:33][CH3:34])[CH2:9][C:10]([O:12][CH3:13])=[O:11])=[CH:19][CH:18]=1)#[N:21], predict the reactants needed to synthesize it. The reactants are: C([O-])([O-])=O.[Na+].[Na+].[NH2:7][C@@H:8]([C:14]1[CH:19]=[CH:18][C:17]([C:20]#[N:21])=[CH:16][CH:15]=1)[CH2:9][C:10]([O:12][CH3:13])=[O:11].C([O-])(O)=O.[Na+].FC(F)(F)S(O[CH2:33][CH3:34])(=O)=O. (6) Given the product [Cl:24][C:25]1[CH:26]=[CH:27][C:28]([NH:31][C:15](=[O:17])[CH2:14][N:3]2[CH2:4][CH2:5][CH2:6][CH:7]([C:8]3[CH:9]=[CH:10][CH:11]=[CH:12][CH:13]=3)[C:2]2=[O:1])=[N:29][CH:30]=1, predict the reactants needed to synthesize it. The reactants are: [O:1]=[C:2]1[CH:7]([C:8]2[CH:13]=[CH:12][CH:11]=[CH:10][CH:9]=2)[CH2:6][CH2:5][CH2:4][N:3]1[CH2:14][C:15]([OH:17])=O.C(Cl)(=O)C(Cl)=O.[Cl:24][C:25]1[CH:26]=[CH:27][C:28]([NH2:31])=[N:29][CH:30]=1.CN1CCOCC1. (7) Given the product [CH3:16][S:17]([N:4]1[CH2:5][CH2:6][C@H:2]([O:1][S:17]([CH3:16])(=[O:19])=[O:18])[CH2:3]1)(=[O:19])=[O:18], predict the reactants needed to synthesize it. The reactants are: [OH:1][C@H:2]1[CH2:6][CH2:5][NH:4][CH2:3]1.CCN(C(C)C)C(C)C.[CH3:16][S:17](Cl)(=[O:19])=[O:18]. (8) Given the product [Cl:27][C:19]1[CH:18]=[C:17]([CH:22]=[CH:21][C:20]=1[C:23]([F:24])([F:25])[F:26])[O:16][C:13]1[CH:14]=[CH:15][C:10]([CH2:9][CH2:8][NH2:7])=[CH:11][CH:12]=1, predict the reactants needed to synthesize it. The reactants are: C(OC(=O)[NH:7][CH2:8][CH2:9][C:10]1[CH:15]=[CH:14][C:13]([O:16][C:17]2[CH:22]=[CH:21][C:20]([C:23]([F:26])([F:25])[F:24])=[C:19]([Cl:27])[CH:18]=2)=[CH:12][CH:11]=1)(C)(C)C.C(O)(C(F)(F)F)=O. (9) Given the product [F:1][C@H:2]1[CH2:19][C@@:17]2([CH3:18])[C@@H:13]([CH2:14][CH2:15][C@@H:16]2[OH:20])[C@H:12]2[C@H:3]1[C:4]1[CH:5]=[CH:6][C:7]([OH:28])=[CH:8][C:9]=1[CH2:10][C@H:11]2[CH2:21][CH2:22][CH2:23][CH2:24][CH2:25][NH:26][CH3:27], predict the reactants needed to synthesize it. The reactants are: [F:1][C@H:2]1[CH2:19][C@@:17]2([CH3:18])[C@@H:13]([CH2:14][CH2:15][C:16]2=[O:20])[C@H:12]2[C@H:3]1[C:4]1[CH:5]=[CH:6][C:7]([OH:28])=[CH:8][C:9]=1[CH2:10][C@H:11]2[CH2:21][CH2:22][CH2:23][CH2:24][CH2:25][NH:26][CH3:27].[BH4-].[Na+]. (10) Given the product [NH2:16][C:17]1[C:18]([C:2]2[N:7]=[C:6]([C:8]#[N:9])[CH:5]=[CH:4][N:3]=2)=[CH:19][C:20]([C:23]2[CH:24]=[CH:25][C:26]([N:29]3[C@@H:33]([C:34]4[CH:39]=[CH:38][CH:37]=[CH:36][CH:35]=4)[C:32]([CH3:40])([CH3:41])[O:31][C:30]3=[O:42])=[CH:27][CH:28]=2)=[CH:21][N:22]=1, predict the reactants needed to synthesize it. The reactants are: Cl[C:2]1[N:7]=[C:6]([C:8]#[N:9])[CH:5]=[CH:4][N:3]=1.C([O-])([O-])=O.[Na+].[Na+].[NH2:16][C:17]1[N:22]=[CH:21][C:20]([C:23]2[CH:28]=[CH:27][C:26]([N:29]3[C@@H:33]([C:34]4[CH:39]=[CH:38][CH:37]=[CH:36][CH:35]=4)[C:32]([CH3:41])([CH3:40])[O:31][C:30]3=[O:42])=[CH:25][CH:24]=2)=[CH:19][C:18]=1B1OC(C)(C)C(C)(C)O1.